Dataset: Forward reaction prediction with 1.9M reactions from USPTO patents (1976-2016). Task: Predict the product of the given reaction. (1) Given the reactants [CH:1]1([O:6][C:7]2[N:15]=[C:14]3[C:10]([N:11]=[CH:12][N:13]3[C@@H:16]3[O:32][C@H:31]([CH3:33])[C@@:29]([CH:34]=C)([OH:30])[C@@H:17]3[O:18][Si](C(C)C)(C(C)C)C(C)C)=[C:9]([NH2:36])[N:8]=2)[CH2:5][CH2:4][CH2:3][CH2:2]1.[O:37]=[O+][O-].CSC.[BH4-].[Na+], predict the reaction product. The product is: [CH:1]1([O:6][C:7]2[N:15]=[C:14]3[C:10]([N:11]=[CH:12][N:13]3[C@@H:16]3[O:32][C@H:31]([CH3:33])[C@:29]([CH2:34][OH:37])([OH:30])[C@H:17]3[OH:18])=[C:9]([NH2:36])[N:8]=2)[CH2:2][CH2:3][CH2:4][CH2:5]1. (2) Given the reactants C([O:8][N:9]1[C:14]2[N:15]=[CH:16][N:17]=[C:18]([CH3:19])[C:13]=2[C:12]([NH:20][CH2:21][C:22]2[CH:27]=[CH:26][C:25]([N+:28]([O-])=O)=[CH:24][CH:23]=2)=[CH:11][C:10]1=[O:31])C1C=CC=CC=1.CO.[H][H], predict the reaction product. The product is: [NH2:28][C:25]1[CH:26]=[CH:27][C:22]([CH2:21][NH:20][C:12]2[C:13]3[C:18]([CH3:19])=[N:17][CH:16]=[N:15][C:14]=3[N:9]([OH:8])[C:10](=[O:31])[CH:11]=2)=[CH:23][CH:24]=1. (3) The product is: [OH:19][C:17]1([C@H:5]2[CH2:4][O:3][C:2]([CH3:1])([CH3:21])[N:6]2[C:7]([O:9][CH2:10][C:11]2[CH:12]=[CH:13][CH:14]=[CH:15][CH:16]=2)=[O:8])[CH2:23][CH2:22]1. Given the reactants [CH3:1][C:2]1([CH3:21])[N:6]([C:7]([O:9][CH2:10][C:11]2[CH:16]=[CH:15][CH:14]=[CH:13][CH:12]=2)=[O:8])[C@@H:5]([C:17]([O:19]C)=O)[CH2:4][O:3]1.[CH3:22][CH2:23][Mg+].[Br-], predict the reaction product.